This data is from Full USPTO retrosynthesis dataset with 1.9M reactions from patents (1976-2016). The task is: Predict the reactants needed to synthesize the given product. Given the product [F:25][C:22]1[CH:21]=[CH:20][C:19]([O:18][CH2:17][CH2:16][CH:5]([CH2:1][CH2:2][CH:3]=[CH2:4])[C:6]([O:8][CH2:9][CH3:10])=[O:7])=[CH:24][CH:23]=1, predict the reactants needed to synthesize it. The reactants are: [CH2:1]([C:5]([CH2:16][CH2:17][O:18][C:19]1[CH:24]=[CH:23][C:22]([F:25])=[CH:21][CH:20]=1)(C(OCC)=O)[C:6]([O:8][CH2:9][CH3:10])=[O:7])[CH2:2][CH:3]=[CH2:4].[Li+].[Cl-].CCOC(C)=O.O.